Predict the product of the given reaction. From a dataset of Forward reaction prediction with 1.9M reactions from USPTO patents (1976-2016). (1) Given the reactants CC1C=C(N2CCN(CCOC3C=CC=CC=3)C2=O)SC=1C(O)=O.[F:25][C:26]1[CH:47]=[CH:46][C:29]([CH2:30][N:31]2[CH2:35][CH2:34][N:33]([C:36]3[S:40][C:39]([C:41](O)=[O:42])=[C:38]([CH3:44])[CH:37]=3)[C:32]2=[O:45])=[CH:28][CH:27]=1.[CH3:48][N:49]1[C:53]([CH2:54][NH2:55])=[CH:52][N:51]=[CH:50]1, predict the reaction product. The product is: [F:25][C:26]1[CH:47]=[CH:46][C:29]([CH2:30][N:31]2[CH2:35][CH2:34][N:33]([C:36]3[S:40][C:39]([C:41]([NH:55][CH2:54][C:53]4[N:49]([CH3:48])[CH:50]=[N:51][CH:52]=4)=[O:42])=[C:38]([CH3:44])[CH:37]=3)[C:32]2=[O:45])=[CH:28][CH:27]=1. (2) Given the reactants [F:1][C:2]([F:25])([F:24])[C:3]1[N:8]=[CH:7][C:6]([CH2:9][N:10]2[CH:19]=[CH:18][C:17]3[C:12](=[CH:13][CH:14]=[CH:15][C:16]=3[N+:20]([O-])=O)[C:11]2=[O:23])=[CH:5][CH:4]=1, predict the reaction product. The product is: [NH2:20][C:16]1[CH:15]=[CH:14][CH:13]=[C:12]2[C:17]=1[CH:18]=[CH:19][N:10]([CH2:9][C:6]1[CH:7]=[N:8][C:3]([C:2]([F:25])([F:24])[F:1])=[CH:4][CH:5]=1)[C:11]2=[O:23].